This data is from Catalyst prediction with 721,799 reactions and 888 catalyst types from USPTO. The task is: Predict which catalyst facilitates the given reaction. (1) Reactant: [Cl:1][C:2]1[CH:22]=[CH:21][C:5]([CH2:6][N:7]2[CH2:12][CH2:11][N:10](C(OC(C)(C)C)=O)[CH2:9][C:8]2=[O:20])=[CH:4][CH:3]=1.Cl. Product: [Cl:1][C:2]1[CH:22]=[CH:21][C:5]([CH2:6][N:7]2[CH2:12][CH2:11][NH:10][CH2:9][C:8]2=[O:20])=[CH:4][CH:3]=1. The catalyst class is: 13. (2) Reactant: [CH3:1][O:2][C:3](=[O:23])[C:4]1[CH:9]=[CH:8][CH:7]=[C:6]([C:10]2[S:11][CH:12]=[C:13]([CH2:15][O:16][CH:17]3[CH2:22][CH2:21][CH2:20][CH2:19][O:18]3)[N:14]=2)[CH:5]=1.C[O:25][C:26](=O)[C:27]1C=CC=C(C(=S)N)C=1.Cl[CH2:38][C:39](=[O:42])[CH2:40]Cl.[C:43](=O)(O)[O-].[Na+].C[O-].[Na+]. Product: [C:39]([O:42][C:26](=[O:25])[CH2:27][C:3](=[O:23])[C:4]1[CH:9]=[CH:8][CH:7]=[C:6]([C:10]2[S:11][CH:12]=[C:13]([CH2:15][O:16][CH:17]3[CH2:22][CH2:21][CH2:20][CH2:19][O:18]3)[N:14]=2)[CH:5]=1)([CH3:43])([CH3:40])[CH3:38].[CH3:1][O:2][C:3](=[O:23])[C:4]1[CH:9]=[CH:8][CH:7]=[C:6]([C:10]2[S:11][CH:12]=[C:13]([CH2:15][OH:16])[N:14]=2)[CH:5]=1. The catalyst class is: 169. (3) Reactant: [CH3:1][C:2]1[O:3][C:4]2[C:9]([C:10](=[O:12])[CH:11]=1)=[CH:8][CH:7]=[CH:6][C:5]=2[CH:13]=[C:14]([C:23](=O)[CH3:24])[C:15]([C:17]1[CH:22]=[CH:21][CH:20]=[CH:19][CH:18]=1)=[O:16].[NH2:26]/[C:27](/[CH3:36])=[CH:28]\[C:29]([O:31][CH:32]1[CH2:35][CH2:34][CH2:33]1)=[O:30]. Product: [C:15]([C:14]1[CH:13]([C:5]2[CH:6]=[CH:7][CH:8]=[C:9]3[C:4]=2[O:3][C:2]([CH3:1])=[CH:11][C:10]3=[O:12])[C:28]([C:29]([O:31][CH:32]2[CH2:35][CH2:34][CH2:33]2)=[O:30])=[C:27]([CH3:36])[NH:26][C:23]=1[CH3:24])(=[O:16])[C:17]1[CH:18]=[CH:19][CH:20]=[CH:21][CH:22]=1. The catalyst class is: 8. (4) Reactant: Cl[C:2]1[CH:7]=[CH:6][C:5]([C:8](=[O:10])[CH3:9])=[CH:4][C:3]=1[C:11]([F:14])([F:13])[F:12].[CH:15]1(B(O)O)[CH2:17][CH2:16]1.C1(P(C2CCCCC2)C2CCCCC2)CCCCC1.P([O-])([O-])([O-])=O.[K+].[K+].[K+]. Product: [CH:15]1([C:2]2[CH:7]=[CH:6][C:5]([C:8](=[O:10])[CH3:9])=[CH:4][C:3]=2[C:11]([F:14])([F:13])[F:12])[CH2:17][CH2:16]1. The catalyst class is: 706. (5) Reactant: Cl.[NH2:2][CH2:3][CH:4]([NH:13][C:14](=[O:30])[CH2:15][NH:16][S:17]([C:20]1[CH:29]=[CH:28][C:27]2[C:22](=[CH:23][CH:24]=[CH:25][CH:26]=2)[CH:21]=1)(=[O:19])=[O:18])[C:5]([N:7]1[CH2:12][CH2:11][CH2:10][CH2:9][CH2:8]1)=[O:6].C(N(CC)CC)C.[N:38]1[CH:43]=[CH:42][C:41]([N:44]2[CH2:49][CH2:48][CH:47]([C:50](Cl)=[O:51])[CH2:46][CH2:45]2)=[CH:40][CH:39]=1. Product: [CH:21]1[C:22]2[C:27](=[CH:26][CH:25]=[CH:24][CH:23]=2)[CH:28]=[CH:29][C:20]=1[S:17]([NH:16][CH2:15][C:14]([NH:13][CH:4]([C:5]([N:7]1[CH2:8][CH2:9][CH2:10][CH2:11][CH2:12]1)=[O:6])[CH2:3][NH:2][C:50]([CH:47]1[CH2:46][CH2:45][N:44]([C:41]2[CH:40]=[CH:39][N:38]=[CH:43][CH:42]=2)[CH2:49][CH2:48]1)=[O:51])=[O:30])(=[O:19])=[O:18]. The catalyst class is: 2. (6) Reactant: C(OC(=O)[NH:7][C@@H:8]([CH2:13][O:14][CH3:15])[C:9]([CH3:12])([CH3:11])[CH3:10])(C)(C)C.[F:17][C:18]([F:23])([F:22])[C:19]([OH:21])=[O:20]. Product: [F:17][C:18]([F:23])([F:22])[C:19]([OH:21])=[O:20].[CH3:15][O:14][CH2:13][C@H:8]([NH2:7])[C:9]([CH3:12])([CH3:11])[CH3:10]. The catalyst class is: 4. (7) Reactant: [Cl:1][C:2]1[CH:9]=[C:8](F)[C:5]([CH:6]=O)=[C:4]([F:11])[CH:3]=1.C(=O)(O)O.C(=O)(O)O.[NH2:20][C:21]([NH2:23])=[NH:22].O. Product: [Cl:1][C:2]1[CH:9]=[C:8]2[C:5]([CH:6]=[N:20][C:21]([NH2:23])=[N:22]2)=[C:4]([F:11])[CH:3]=1. The catalyst class is: 44. (8) The catalyst class is: 22. Reactant: [CH3:1][O:2][C:3]([C@H:5]1[CH2:10][CH2:9][C@H:8]([C:11]([OH:13])=O)[CH2:7][CH2:6]1)=[O:4].[NH:14]1[CH2:18][CH2:17][CH2:16][CH2:15]1.C(N(CC)CC)C. Product: [N:14]1([C:11]([C@H:8]2[CH2:7][CH2:6][C@H:5]([C:3]([O:2][CH3:1])=[O:4])[CH2:10][CH2:9]2)=[O:13])[CH2:18][CH2:17][CH2:16][CH2:15]1.